From a dataset of Reaction yield outcomes from USPTO patents with 853,638 reactions. Predict the reaction yield, written as a fraction of the theoretical maximum amount of product (1.0 means a 100% yield; for example, 0.34 means a 34% yield). The reactants are Br[CH2:2][C:3]([O:5][CH2:6][CH3:7])=[O:4].[CH3:8][CH:9]([NH2:16])[C:10]1[CH:15]=[CH:14][CH:13]=[CH:12][CH:11]=1.C(N(C(C)C)C(C)C)C. The catalyst is C1(C)C=CC=CC=1. The product is [C:10]1([C@H:9]([NH:16][CH2:2][C:3]([O:5][CH2:6][CH3:7])=[O:4])[CH3:8])[CH:15]=[CH:14][CH:13]=[CH:12][CH:11]=1. The yield is 0.630.